Predict the reactants needed to synthesize the given product. From a dataset of Full USPTO retrosynthesis dataset with 1.9M reactions from patents (1976-2016). (1) Given the product [CH2:39]([O:38][C:34]1[CH:33]=[C:32]([Cl:46])[C:31]([CH2:30][C@@H:26]2[CH2:27][CH2:28][N:5]([N:6]3[CH2:11][CH2:10][O:9][CH2:8][CH2:7]3)[C:25]2=[O:47])=[C:36]([Cl:37])[CH:35]=1)[C:40]1[CH:41]=[CH:42][CH:43]=[CH:44][CH:45]=1, predict the reactants needed to synthesize it. The reactants are: ClC(Cl)C.[NH2:5][N:6]1[CH2:11][CH2:10][O:9][CH2:8][CH2:7]1.C([C@@H]1COC(=O)N1[C:25](=[O:47])[C@H:26]([CH2:30][C:31]1[C:36]([Cl:37])=[CH:35][C:34]([O:38][CH2:39][C:40]2[CH:45]=[CH:44][CH:43]=[CH:42][CH:41]=2)=[CH:33][C:32]=1[Cl:46])[CH2:27][CH:28]=O)C1C=CC=CC=1.C(O[BH-](OC(=O)C)OC(=O)C)(=O)C.[Na+]. (2) Given the product [F:23][CH2:22][CH2:21][N:17]1[C:18]2[C:14](=[CH:13][C:12]([N:8]3[CH2:7][C@H:6]([C:4]([NH2:1])=[O:3])[O:10][C:9]3=[O:11])=[CH:20][CH:19]=2)[CH2:15][C:16]1=[O:24], predict the reactants needed to synthesize it. The reactants are: [NH3:1].C[O:3][C:4]([C@@H:6]1[O:10][C:9](=[O:11])[N:8]([C:12]2[CH:13]=[C:14]3[C:18](=[CH:19][CH:20]=2)[N:17]([CH2:21][CH2:22][F:23])[C:16](=[O:24])[CH2:15]3)[CH2:7]1)=O. (3) Given the product [Br:26][C:18]1[CH:17]=[C:16]([C:15]([C:10]2[C:9]3[C:14](=[C:5]([OH:4])[C:6]([O:28][CH2:29][CH3:30])=[CH:7][CH:8]=3)[CH:13]=[N:12][CH:11]=2)=[O:27])[CH:21]=[C:20]([O:22][CH3:23])[C:19]=1[O:24][CH3:25], predict the reactants needed to synthesize it. The reactants are: C([O:4][C:5]1[C:6]([O:28][CH2:29][CH3:30])=[CH:7][CH:8]=[C:9]2[C:14]=1[CH:13]=[N:12][CH:11]=[C:10]2[C:15](=[O:27])[C:16]1[CH:21]=[C:20]([O:22][CH3:23])[C:19]([O:24][CH3:25])=[C:18]([Br:26])[CH:17]=1)(=O)C.N. (4) Given the product [Cl:23][C:12]1[S:11][C:10]([C:6]2[CH:7]=[CH:8][CH:9]=[C:4]([N+:1]([O-:3])=[O:2])[CH:5]=2)=[N:14][CH:13]=1, predict the reactants needed to synthesize it. The reactants are: [N+:1]([C:4]1[CH:5]=[C:6]([C:10]2[S:11][CH:12]=[CH:13][N:14]=2)[CH:7]=[CH:8][CH:9]=1)([O-:3])=[O:2].CN(C=O)C.S(Cl)([Cl:23])(=O)=O. (5) Given the product [CH3:1][O:2][C:3]1[CH:16]=[CH:15][C:14]2[S:13][C:12]3[C:7](=[CH:8][CH:9]=[CH:10][CH:11]=3)[NH:6][C:5]=2[C:4]=1[CH:17]=[O:19], predict the reactants needed to synthesize it. The reactants are: [CH3:1][O:2][C:3]1[CH:16]=[CH:15][C:14]2[S:13][C:12]3[C:7](=[CH:8][CH:9]=[CH:10][CH:11]=3)[NH:6][C:5]=2[CH:4]=1.[CH2:17]([O:19]CC)C.[Li]CCCC.CN(C=O)C. (6) Given the product [NH2:19][C:16]1[CH:17]=[CH:18][C:9]([OH:8])=[C:10]([CH:15]=1)[C:11]([NH:13][CH3:14])=[O:12], predict the reactants needed to synthesize it. The reactants are: C([O:8][C:9]1[CH:18]=[CH:17][C:16]([N+:19]([O-])=O)=[CH:15][C:10]=1[C:11]([NH:13][CH3:14])=[O:12])C1C=CC=CC=1. (7) Given the product [CH3:1][CH2:2][CH2:3][CH2:4][CH2:5][CH2:6][CH:7]=[CH:8][CH2:1][CH2:2][CH2:3][CH2:4][CH2:5][CH3:6], predict the reactants needed to synthesize it. The reactants are: [CH2:1]=[CH:2][CH2:3][CH2:4][CH2:5][CH2:6][CH2:7][CH3:8]. (8) Given the product [F:1][C:2]1[CH:7]=[CH:6][C:5]([CH:8]2[C:17]([CH3:19])([CH3:18])[CH2:16][C:15]3[C:10](=[CH:11][CH:12]=[C:13]([C:20]([O:22][CH3:26])=[O:21])[CH:14]=3)[NH:9]2)=[CH:4][C:3]=1[NH:23][C:41](=[O:42])[C:36]1[CH:37]=[CH:38][CH:39]=[CH:40][N:35]=1, predict the reactants needed to synthesize it. The reactants are: [F:1][C:2]1[CH:7]=[CH:6][C:5]([CH:8]2[C:17]([CH3:19])([CH3:18])[CH2:16][C:15]3[C:10](=[CH:11][CH:12]=[C:13]([C:20]([O-:22])=[O:21])[CH:14]=3)[NH:9]2)=[CH:4][C:3]=1[N+:23]([O-])=O.[CH:26](N(CC)C(C)C)(C)C.[N:35]1[CH:40]=[CH:39][CH:38]=[CH:37][C:36]=1[C:41](Cl)=[O:42]. (9) Given the product [Br:1][C:2]1[C:14](=[O:15])[N:13]([CH:16]2[CH2:20][CH2:19][CH2:18][CH2:17]2)[C:5]2[N:6]=[C:7]([NH:34][C:31]3[N:30]=[CH:29][C:28]([N:22]4[CH2:27][CH2:26][CH2:25][CH2:24][CH2:23]4)=[CH:33][CH:32]=3)[N:8]=[CH:9][C:4]=2[C:3]=1[CH3:21], predict the reactants needed to synthesize it. The reactants are: [Br:1][C:2]1[C:14](=[O:15])[N:13]([CH:16]2[CH2:20][CH2:19][CH2:18][CH2:17]2)[C:5]2[N:6]=[C:7](S(C)=O)[N:8]=[CH:9][C:4]=2[C:3]=1[CH3:21].[N:22]1([C:28]2[CH:29]=[N:30][C:31]([NH2:34])=[CH:32][CH:33]=2)[CH2:27][CH2:26][CH2:25][CH2:24][CH2:23]1.